Dataset: Full USPTO retrosynthesis dataset with 1.9M reactions from patents (1976-2016). Task: Predict the reactants needed to synthesize the given product. (1) Given the product [CH:10]([C:12]1[CH:17]=[C:16]([C:2]2[N:7]=[C:6]([C:8]#[N:9])[CH:5]=[CH:4][CH:3]=2)[CH:15]=[CH:14][CH:13]=1)=[O:11], predict the reactants needed to synthesize it. The reactants are: Br[C:2]1[N:7]=[C:6]([C:8]#[N:9])[CH:5]=[CH:4][CH:3]=1.[CH:10]([C:12]1[CH:13]=[C:14](B(O)O)[CH:15]=[CH:16][CH:17]=1)=[O:11]. (2) Given the product [NH2:15][C:12]1[CH:13]=[CH:14][C:9]([O:8][CH2:7][C:6]2[CH:5]=[CH:4][C:3]([CH2:1][CH3:2])=[CH:23][CH:22]=2)=[C:10]([C:18](=[O:21])[CH2:19][CH3:20])[CH:11]=1, predict the reactants needed to synthesize it. The reactants are: [CH2:1]([C:3]1[CH:23]=[CH:22][C:6]([CH2:7][O:8][C:9]2[CH:14]=[CH:13][C:12]([N+:15]([O-])=O)=[CH:11][C:10]=2[C:18](=[O:21])[CH2:19][CH3:20])=[CH:5][CH:4]=1)[CH3:2]. (3) Given the product [CH3:31][C:30]1[C:25]2[N:26]([C:5]([C:6]3[C:11]([C:12]#[N:13])=[CH:10][N:9]=[C:8]([S:14][CH3:15])[N:7]=3)=[CH:4][N:24]=2)[CH:27]=[CH:28][CH:29]=1, predict the reactants needed to synthesize it. The reactants are: C(O/[CH:4]=[CH:5]\[C:6]1[C:11]([C:12]#[N:13])=[CH:10][N:9]=[C:8]([S:14][CH3:15])[N:7]=1)C.BrN1C(=O)CCC1=O.[NH2:24][C:25]1[C:30]([CH3:31])=[CH:29][CH:28]=[CH:27][N:26]=1. (4) Given the product [CH2:1]([C@@H:8]1[C@@H:16]([O:17][CH2:39][C:37]([CH3:40])=[CH2:38])[C@H:15]([CH3:18])[O:14][C:13](=[O:19])[C@@H:12]([N:20]([C:21]([O:22][C:23]([CH3:26])([CH3:24])[CH3:25])=[O:27])[C:28](=[O:29])[O:30][C:31]([CH3:33])([CH3:32])[CH3:34])[CH2:11][O:10][CH2:9]1)[C:2]1[CH:3]=[CH:4][CH:5]=[CH:6][CH:7]=1, predict the reactants needed to synthesize it. The reactants are: [CH2:1]([C@@H:8]1[C@@H:16]([OH:17])[C@H:15]([CH3:18])[O:14][C:13](=[O:19])[C@@H:12]([N:20]([C:28]([O:30][C:31]([CH3:34])([CH3:33])[CH3:32])=[O:29])[C:21](=[O:27])[O:22][C:23]([CH3:26])([CH3:25])[CH3:24])[CH2:11][O:10][CH2:9]1)[C:2]1[CH:7]=[CH:6][CH:5]=[CH:4][CH:3]=1.C(=O)(OCC(C)=C)O[C:37]([CH3:40])([CH3:39])[CH3:38]. (5) Given the product [CH:1]1([NH:4][C:5]([C:7]2[N:8]=[N:9][N:10]([C:21]3[CH:22]=[CH:23][C:24]([C:27]([NH:29][CH2:30][CH3:31])=[O:28])=[CH:25][CH:26]=3)[C:11]=2/[CH:12]=[CH:34]/[C:36]2[S:37][CH:38]=[CH:39][N:40]=2)=[O:6])[CH2:3][CH2:2]1, predict the reactants needed to synthesize it. The reactants are: [CH:1]1([NH:4][C:5]([C:7]2[N:8]=[N:9][N:10]([C:21]3[CH:26]=[CH:25][C:24]([C:27]([NH:29][CH2:30][CH3:31])=[O:28])=[CH:23][CH:22]=3)[C:11]=2[CH2:12]P(OCC)(OCC)=O)=[O:6])[CH2:3][CH2:2]1.[H-].[Na+].[CH:34]([C:36]1[S:37][CH:38]=[CH:39][N:40]=1)=O. (6) Given the product [Cl:1][C:2]1[CH:7]=[CH:6][C:5]([O:8][C:9]([F:12])([F:11])[F:10])=[CH:4][C:3]=1[CH:13]=[O:16], predict the reactants needed to synthesize it. The reactants are: [Cl:1][C:2]1[CH:7]=[CH:6][C:5]([O:8][C:9]([F:12])([F:11])[F:10])=[CH:4][C:3]=1[CH:13]=C.C[OH:16]. (7) Given the product [F:25][C:26]1[C:27]([NH:46][C:47]2[CH:52]=[CH:51][C:50]([O:53][CH:54]([CH3:56])[CH3:55])=[CH:49][CH:48]=2)=[N:28][C:29]([NH:32][C:33]2[CH:34]=[CH:35][C:36]3[O:40][C:39]([CH2:41][OH:42])=[CH:38][C:37]=3[CH:45]=2)=[N:30][CH:31]=1, predict the reactants needed to synthesize it. The reactants are: C1COC2(N)N(C(NC3C=CC4OC(CO)=CC=4C=3)=NC=C2F)O1.[F:25][C:26]1[C:27]([NH:46][C:47]2[CH:52]=[CH:51][C:50]([O:53][CH:54]([CH3:56])[CH3:55])=[CH:49][CH:48]=2)=[N:28][C:29]([NH:32][C:33]2[CH:34]=[CH:35][C:36]3[O:40][C:39]([C:41](OC)=[O:42])=[CH:38][C:37]=3[CH:45]=2)=[N:30][CH:31]=1.CC(C[AlH]CC(C)C)C. (8) The reactants are: [NH2:1][C@H:2]([CH2:19][C:20]1[CH:25]=[C:24]([F:26])[C:23]([F:27])=[CH:22][C:21]=1[F:28])[CH2:3][C:4]([N:6]1[CH2:11][CH2:10][NH:9][C:8](=[O:12])[C@H:7]1[CH2:13][O:14][C:15]([CH3:18])([CH3:17])[CH3:16])=[O:5].[P:29](=[O:33])([OH:32])([OH:31])[OH:30]. Given the product [P:29]([OH:33])([OH:32])([OH:31])=[O:30].[NH2:1][C@H:2]([CH2:19][C:20]1[CH:25]=[C:24]([F:26])[C:23]([F:27])=[CH:22][C:21]=1[F:28])[CH2:3][C:4]([N:6]1[CH2:11][CH2:10][NH:9][C:8](=[O:12])[C@H:7]1[CH2:13][O:14][C:15]([CH3:16])([CH3:17])[CH3:18])=[O:5], predict the reactants needed to synthesize it. (9) Given the product [OH:23][C:20]([C:17]1[CH:18]=[CH:19][C:14]([C:13]([NH:12][C:4]2[CH:3]=[C:2]([N:36]3[CH2:37][CH2:38][CH:33]([S:32][C:26]4[CH:31]=[CH:30][CH:29]=[CH:28][CH:27]=4)[CH2:34][CH2:35]3)[N:7]3[N:8]=[C:9]([CH3:11])[CH:10]=[C:6]3[N:5]=2)=[O:24])=[CH:15][CH:16]=1)([CH3:22])[CH3:21], predict the reactants needed to synthesize it. The reactants are: Cl[C:2]1[N:7]2[N:8]=[C:9]([CH3:11])[CH:10]=[C:6]2[N:5]=[C:4]([NH:12][C:13](=[O:24])[C:14]2[CH:19]=[CH:18][C:17]([C:20]([OH:23])([CH3:22])[CH3:21])=[CH:16][CH:15]=2)[CH:3]=1.Cl.[C:26]1([S:32][CH:33]2[CH2:38][CH2:37][NH:36][CH2:35][CH2:34]2)[CH:31]=[CH:30][CH:29]=[CH:28][CH:27]=1.C(N(CC)C(C)C)(C)C. (10) Given the product [Br:11][C:8]1[N:6]2[N:7]=[C:2]([Cl:1])[CH:3]=[CH:4][C:5]2=[N:10][CH:9]=1, predict the reactants needed to synthesize it. The reactants are: [Cl:1][C:2]1[CH:3]=[CH:4][C:5]2[N:6]([CH:8]=[CH:9][N:10]=2)[N:7]=1.[Br:11]N1C(=O)CCC1=O.